Dataset: Forward reaction prediction with 1.9M reactions from USPTO patents (1976-2016). Task: Predict the product of the given reaction. (1) Given the reactants [F:1][C:2]([F:7])([F:6])[C:3]([OH:5])=[O:4].[Cl:8][C:9]1[CH:14]=[CH:13][C:12]([CH2:15][NH:16][C:17]([C:19]2[NH:20][C:21]3[C:26]([CH:27]=2)=[CH:25][CH:24]=[C:23]([NH:28]C(=O)OC(C)(C)C)[CH:22]=3)=[O:18])=[C:11]([F:36])[C:10]=1[O:37][C:38]1[CH:43]=[C:42]([C:44]#[N:45])[CH:41]=[C:40]([Cl:46])[CH:39]=1, predict the reaction product. The product is: [F:1][C:2]([F:7])([F:6])[C:3]([OH:5])=[O:4].[NH2:28][C:23]1[CH:22]=[C:21]2[C:26]([CH:27]=[C:19]([C:17]([NH:16][CH2:15][C:12]3[CH:13]=[CH:14][C:9]([Cl:8])=[C:10]([O:37][C:38]4[CH:43]=[C:42]([C:44]#[N:45])[CH:41]=[C:40]([Cl:46])[CH:39]=4)[C:11]=3[F:36])=[O:18])[NH:20]2)=[CH:25][CH:24]=1. (2) Given the reactants [NH2:1][C:2]1[C:3](Br)=[N:4][C:5]([Br:8])=[CH:6][N:7]=1.[O:10]1[C:14]2[CH:15]=[CH:16][CH:17]=[CH:18][C:13]=2[CH:12]=[C:11]1B(O)O.C([O-])(O)=O.[Na+].C(Cl)Cl, predict the reaction product. The product is: [O:10]1[C:14]2[CH:15]=[CH:16][CH:17]=[CH:18][C:13]=2[CH:12]=[C:11]1[C:3]1[C:2]([NH2:1])=[N:7][CH:6]=[C:5]([Br:8])[N:4]=1. (3) Given the reactants [Cl:1][C:2]1[C:11](C(F)(F)F)=[N:10][C:9]2[C:4](=[CH:5][C:6](F)=[C:7]([O:16][CH3:17])[CH:8]=2)[N:3]=1.COC1C=C2C(=CC=1)NC(=O)C(=O)N2.[Cl:33]C1C(C(F)(F)F)=NC2C(=CC(OC)=C(F)C=2)N=1, predict the reaction product. The product is: [Cl:1][C:2]1[C:11]([Cl:33])=[N:10][C:9]2[C:4](=[CH:5][CH:6]=[C:7]([O:16][CH3:17])[CH:8]=2)[N:3]=1. (4) Given the reactants Br[C:2]1[CH:23]=[CH:22][C:5]2[C:6]3[N:7]=[C:8]([C:14]4[N:18]([CH2:19][CH2:20][OH:21])[N:17]=[CH:16][N:15]=4)[S:9][C:10]=3[CH2:11][CH2:12][O:13][C:4]=2[CH:3]=1.[CH3:24][C:25]([OH:42])([CH3:41])[CH2:26][N:27]1[CH:31]=[C:30](B2OC(C)(C)C(C)(C)O2)[CH:29]=[N:28]1, predict the reaction product. The product is: [OH:21][CH2:20][CH2:19][N:18]1[C:14]([C:8]2[S:9][C:10]3[CH2:11][CH2:12][O:13][C:4]4[CH:3]=[C:2]([C:30]5[CH:29]=[N:28][N:27]([CH2:26][C:25]([CH3:41])([OH:42])[CH3:24])[CH:31]=5)[CH:23]=[CH:22][C:5]=4[C:6]=3[N:7]=2)=[N:15][CH:16]=[N:17]1.